From a dataset of Reaction yield outcomes from USPTO patents with 853,638 reactions. Predict the reaction yield, written as a fraction of the theoretical maximum amount of product (1.0 means a 100% yield; for example, 0.34 means a 34% yield). (1) The reactants are Cl[C:2]1[CH:11]=[CH:10][C:9]2[C:4](=[CH:5][CH:6]=[C:7]([O:12][CH3:13])[CH:8]=2)[N:3]=1.[NH2:14][C:15]1[CH:20]=[C:19]([C:21]([O:23][CH3:24])=[O:22])[CH:18]=[CH:17][C:16]=1B(O)O.C([O-])([O-])=O.[K+].[K+]. The catalyst is COCCO.O.C1C=CC(P(C2C=CC=CC=2)[C-]2C=CC=C2)=CC=1.C1C=CC(P(C2C=CC=CC=2)[C-]2C=CC=C2)=CC=1.Cl[Pd]Cl.[Fe+2]. The product is [NH2:14][C:15]1[CH:20]=[C:19]([CH:18]=[CH:17][C:16]=1[C:2]1[CH:11]=[CH:10][C:9]2[C:4](=[CH:5][CH:6]=[C:7]([O:12][CH3:13])[CH:8]=2)[N:3]=1)[C:21]([O:23][CH3:24])=[O:22]. The yield is 0.190. (2) The reactants are [CH2:1]([C@@H:5]([CH2:11][C:12]([O-:14])=[O:13])[CH2:6][C:7]([O:9][CH3:10])=[O:8])[CH:2]([CH3:4])[CH3:3].[CH2:15](C(CC([O-])=O)CC(OC)=O)[CH:16]([CH3:18])[CH3:17].C(O)(C)(C)C.CN(C1C=CC=CN=1)C.C1(N=C=NC2CCCCC2)CCCCC1. The catalyst is ClCCl. The product is [CH2:1]([C@@H:5]([CH2:11][C:12]([O:14][C:16]([CH3:18])([CH3:17])[CH3:15])=[O:13])[CH2:6][C:7]([O:9][CH3:10])=[O:8])[CH:2]([CH3:4])[CH3:3]. The yield is 0.950.